Predict the reactants needed to synthesize the given product. From a dataset of Full USPTO retrosynthesis dataset with 1.9M reactions from patents (1976-2016). (1) Given the product [Br:16][C:17]1[CH:18]=[C:19]([CH:2]=[CH:9][C:8]=1[CH2:7][CH2:6][CH2:5][C:4]1[CH:3]=[CH:32][CH:31]=[C:30]([O:13][CH3:10])[CH:34]=1)[C:20]([O:22][CH3:23])=[O:21], predict the reactants needed to synthesize it. The reactants are: B1[CH:6]2[CH2:7][CH2:8][CH2:9][CH:2]1[CH2:3][CH2:4][CH2:5]2.[C:10]([O-:13])([O-])=O.[K+].[K+].[Br:16][C:17]1[CH:18]=[C:19](C=CC=1I)[C:20]([O:22][CH3:23])=[O:21].[NH4+].[Cl-].[CH2:30]1[CH2:34]O[CH2:32][CH2:31]1. (2) Given the product [CH3:38][C@H:19]1[C:20]([S:59][C@@H:57]2[CH2:58][NH:54][C@H:55]([C:68]([N:70]([CH3:74])[CH3:71])=[O:81])[CH2:56]2)=[C:14]([C:12]([OH:11])=[O:13])[N:15]2[C@H:18]1[C@@H:17]([C@H:39]([OH:41])[CH3:40])[C:16]2=[O:42].[OH2:2].[OH2:44].[OH2:2], predict the reactants needed to synthesize it. The reactants are: [N+](C1C=CC(C[O:11][C:12]([C:14]2[N:15]3[CH:18]([CH:19]([CH3:38])[C:20]=2OP(OC2C=CC=CC=2)(OC2C=CC=CC=2)=O)[CH:17]([C@H:39]([OH:41])[CH3:40])[C:16]3=[O:42])=[O:13])=CC=1)([O-])=[O:2].[N+](C1C=CC(COC([N:54]2[CH2:58][C@@H:57]([SH:59])[CH2:56][C@H:55]2NC(N(C)C)=O)=O)=CC=1)([O-])=[O:44].[CH2:68]([N:70]([CH:74](C)C)[CH:71](C)C)C.[H][H].C(OCC)(=[O:81])C. (3) Given the product [F:23][C:2]([F:1])([F:22])[CH2:3][S:4]([C:5]1[N:10]=[C:9]([N:11]2[C:20](=[O:21])[C:19]3[C:14](=[CH:15][CH:16]=[CH:17][CH:18]=3)[N:13]=[CH:12]2)[CH:8]=[CH:7][N:6]=1)=[O:29], predict the reactants needed to synthesize it. The reactants are: [F:1][C:2]([F:23])([F:22])[CH2:3][S:4][C:5]1[N:10]=[C:9]([N:11]2[C:20](=[O:21])[C:19]3[C:14](=[CH:15][CH:16]=[CH:17][CH:18]=3)[N:13]=[CH:12]2)[CH:8]=[CH:7][N:6]=1.ClC1C=C(C=CC=1)C(OO)=[O:29]. (4) Given the product [Cl:24]([O-:26])=[O:25].[Na+:27].[Br:1][C:2]1[CH:9]=[C:8]([O:10][CH3:11])[C:7]([OH:12])=[CH:6][C:3]=1[C:4]([OH:15])=[O:5], predict the reactants needed to synthesize it. The reactants are: [Br:1][C:2]1[CH:9]=[C:8]([O:10][CH3:11])[C:7]([OH:12])=[CH:6][C:3]=1[CH:4]=[O:5].S(=O)(=O)([OH:15])N.CCOC(C)=O.[Cl:24]([O-:26])=[O:25].[Na+:27]. (5) Given the product [CH3:1][O:2][C:3](=[O:15])[C:4]1[CH:9]=[C:8]([I:16])[C:7]([C:10]([F:12])([F:13])[CH3:11])=[CH:6][C:5]=1[NH2:14], predict the reactants needed to synthesize it. The reactants are: [CH3:1][O:2][C:3](=[O:15])[C:4]1[CH:9]=[CH:8][C:7]([C:10]([F:13])([F:12])[CH3:11])=[CH:6][C:5]=1[NH2:14].[I:16]I. (6) Given the product [N:1]1([C:7]2[N:12]=[C:11]([N:13]3[CH2:18][CH2:17][O:16][CH2:15][CH2:14]3)[N:10]=[C:9]([C:19]3[CH:25]=[CH:24][C:22]([NH:23][C:34]([NH:33][C:30]4[CH:31]=[CH:32][C:27]([CH3:26])=[CH:28][CH:29]=4)=[O:35])=[CH:21][CH:20]=3)[N:8]=2)[CH2:2][CH2:3][O:4][CH2:5][CH2:6]1, predict the reactants needed to synthesize it. The reactants are: [N:1]1([C:7]2[N:12]=[C:11]([N:13]3[CH2:18][CH2:17][O:16][CH2:15][CH2:14]3)[N:10]=[C:9]([C:19]3[CH:25]=[CH:24][C:22]([NH2:23])=[CH:21][CH:20]=3)[N:8]=2)[CH2:6][CH2:5][O:4][CH2:3][CH2:2]1.[CH3:26][C:27]1[CH:32]=[CH:31][C:30]([N:33]=[C:34]=[O:35])=[CH:29][CH:28]=1. (7) Given the product [O:16]=[C:14]([C:6]1[CH:5]=[C:4]([C:17]2[CH:22]=[CH:21][C:20]([CH3:23])=[CH:19][CH:18]=2)[C:3]2[C:2]([CH3:24])([CH3:1])[CH2:11][CH2:10][C:9]([CH3:12])([CH3:13])[C:8]=2[CH:7]=1)/[CH:15]=[CH:32]/[C:31]1[CH:34]=[CH:35][C:28]([C:25]([OH:27])=[O:26])=[CH:29][CH:30]=1, predict the reactants needed to synthesize it. The reactants are: [CH3:1][C:2]1([CH3:24])[CH2:11][CH2:10][C:9]([CH3:13])([CH3:12])[C:8]2[CH:7]=[C:6]([C:14](=[O:16])[CH3:15])[CH:5]=[C:4]([C:17]3[CH:22]=[CH:21][C:20]([CH3:23])=[CH:19][CH:18]=3)[C:3]1=2.[C:25]([C:28]1[CH:35]=[CH:34][C:31]([CH:32]=O)=[CH:30][CH:29]=1)([OH:27])=[O:26].[OH-].[K+].